Dataset: NCI-60 drug combinations with 297,098 pairs across 59 cell lines. Task: Regression. Given two drug SMILES strings and cell line genomic features, predict the synergy score measuring deviation from expected non-interaction effect. Cell line: COLO 205. Drug 1: C1C(C(OC1N2C=C(C(=O)NC2=O)F)CO)O. Drug 2: C#CCC(CC1=CN=C2C(=N1)C(=NC(=N2)N)N)C3=CC=C(C=C3)C(=O)NC(CCC(=O)O)C(=O)O. Synergy scores: CSS=49.2, Synergy_ZIP=-7.78, Synergy_Bliss=-10.9, Synergy_Loewe=-5.86, Synergy_HSA=-4.73.